Predict the product of the given reaction. From a dataset of Forward reaction prediction with 1.9M reactions from USPTO patents (1976-2016). (1) Given the reactants [Cl:1][C:2]1[N:10]=[C:9]2[C:5]([N:6]=[CH:7][N:8]2[CH:11]([CH3:14])[CH2:12][CH3:13])=[C:4](Cl)[N:3]=1.C(O)CCC.[I:21][C:22]1[CH:23]=[C:24]([CH2:28][NH2:29])[CH:25]=[CH:26][CH:27]=1, predict the reaction product. The product is: [Cl:1][C:2]1[N:10]=[C:9]2[C:5]([N:6]=[CH:7][N:8]2[CH:11]([CH3:14])[CH2:12][CH3:13])=[C:4]([NH:29][CH2:28][C:24]2[CH:25]=[CH:26][CH:27]=[C:22]([I:21])[CH:23]=2)[N:3]=1. (2) Given the reactants [CH2:1]([O:8][CH2:9][CH2:10][CH2:11][CH2:12][C@@H:13]([C:33](OC)=[O:34])[N:14]([S:20]([C:23]1[CH:28]=[CH:27][C:26]([C:29](OC)=[O:30])=[CH:25][CH:24]=1)(=[O:22])=[O:21])[CH2:15][CH2:16][CH:17]([CH3:19])[CH3:18])[C:2]1[CH:7]=[CH:6][CH:5]=[CH:4][CH:3]=1.[H-].[H-].[H-].[H-].[Li+].[Al+3].O.[OH-].[Na+], predict the reaction product. The product is: [CH2:1]([O:8][CH2:9][CH2:10][CH2:11][CH2:12][C@H:13]([N:14]([CH2:15][CH2:16][CH:17]([CH3:19])[CH3:18])[S:20]([C:23]1[CH:28]=[CH:27][C:26]([CH2:29][OH:30])=[CH:25][CH:24]=1)(=[O:22])=[O:21])[CH2:33][OH:34])[C:2]1[CH:3]=[CH:4][CH:5]=[CH:6][CH:7]=1. (3) Given the reactants [Cl:1][C:2]1[CH:7]=[CH:6][C:5]([N:8]2[C:12]([CH:13]3[CH2:16][CH2:15][CH2:14]3)=[C:11](C(O)=O)[CH:10]=[N:9]2)=[CH:4][CH:3]=1.C(Cl)(=O)C(Cl)=O.C[N:27](C=O)C.[N-]=[N+]=[N-].[Na+], predict the reaction product. The product is: [Cl:1][C:2]1[CH:7]=[CH:6][C:5]([N:8]2[C:12]([CH:13]3[CH2:16][CH2:15][CH2:14]3)=[C:11]([NH2:27])[CH:10]=[N:9]2)=[CH:4][CH:3]=1.